From a dataset of Full USPTO retrosynthesis dataset with 1.9M reactions from patents (1976-2016). Predict the reactants needed to synthesize the given product. Given the product [NH:14]1[CH2:15][CH:16]([C:18]2([NH:21][C:24](=[O:25])[C:23]([F:34])([F:33])[F:22])[CH2:19][CH2:20]2)[CH2:17]1, predict the reactants needed to synthesize it. The reactants are: C([N:14]1[CH2:17][CH:16]([C:18]2([NH2:21])[CH2:20][CH2:19]2)[CH2:15]1)(C1C=CC=CC=1)C1C=CC=CC=1.[F:22][C:23]([F:34])([F:33])[C:24](O[C:24](=[O:25])[C:23]([F:34])([F:33])[F:22])=[O:25].